From a dataset of NCI-60 drug combinations with 297,098 pairs across 59 cell lines. Regression. Given two drug SMILES strings and cell line genomic features, predict the synergy score measuring deviation from expected non-interaction effect. (1) Drug 1: CCCS(=O)(=O)NC1=C(C(=C(C=C1)F)C(=O)C2=CNC3=C2C=C(C=N3)C4=CC=C(C=C4)Cl)F. Drug 2: CC1=C2C(C(=O)C3(C(CC4C(C3C(C(C2(C)C)(CC1OC(=O)C(C(C5=CC=CC=C5)NC(=O)C6=CC=CC=C6)O)O)OC(=O)C7=CC=CC=C7)(CO4)OC(=O)C)O)C)OC(=O)C. Cell line: IGROV1. Synergy scores: CSS=38.5, Synergy_ZIP=4.34, Synergy_Bliss=4.16, Synergy_Loewe=-16.3, Synergy_HSA=4.69. (2) Drug 1: C1=CC(=CC=C1CC(C(=O)O)N)N(CCCl)CCCl.Cl. Drug 2: CC1=C(C(CCC1)(C)C)C=CC(=CC=CC(=CC(=O)O)C)C. Cell line: K-562. Synergy scores: CSS=12.9, Synergy_ZIP=-7.36, Synergy_Bliss=-9.09, Synergy_Loewe=-10.5, Synergy_HSA=-10.5. (3) Drug 2: CC1=C2C(C(=O)C3(C(CC4C(C3C(C(C2(C)C)(CC1OC(=O)C(C(C5=CC=CC=C5)NC(=O)OC(C)(C)C)O)O)OC(=O)C6=CC=CC=C6)(CO4)OC(=O)C)O)C)O. Synergy scores: CSS=3.49, Synergy_ZIP=-0.934, Synergy_Bliss=-0.199, Synergy_Loewe=-0.386, Synergy_HSA=-0.286. Cell line: NCI/ADR-RES. Drug 1: CC1C(C(=O)NC(C(=O)N2CCCC2C(=O)N(CC(=O)N(C(C(=O)O1)C(C)C)C)C)C(C)C)NC(=O)C3=C4C(=C(C=C3)C)OC5=C(C(=O)C(=C(C5=N4)C(=O)NC6C(OC(=O)C(N(C(=O)CN(C(=O)C7CCCN7C(=O)C(NC6=O)C(C)C)C)C)C(C)C)C)N)C. (4) Drug 1: C1CCC(CC1)NC(=O)N(CCCl)N=O. Drug 2: C1=NC2=C(N1)C(=S)N=C(N2)N. Cell line: HOP-62. Synergy scores: CSS=20.0, Synergy_ZIP=-4.61, Synergy_Bliss=-6.95, Synergy_Loewe=-14.2, Synergy_HSA=-5.62. (5) Drug 1: C1CCN(CC1)CCOC2=CC=C(C=C2)C(=O)C3=C(SC4=C3C=CC(=C4)O)C5=CC=C(C=C5)O. Drug 2: COC1=C(C=C2C(=C1)N=CN=C2NC3=CC(=C(C=C3)F)Cl)OCCCN4CCOCC4. Cell line: U251. Synergy scores: CSS=13.1, Synergy_ZIP=-5.59, Synergy_Bliss=-5.09, Synergy_Loewe=-2.90, Synergy_HSA=-2.80.